Dataset: Forward reaction prediction with 1.9M reactions from USPTO patents (1976-2016). Task: Predict the product of the given reaction. (1) Given the reactants C(N1[C:12]2[C:7](=[CH:8][CH:9]=[CH:10][C:11]=2[NH:13][C:14](=[O:18])[CH:15]=[N:16][OH:17])[CH2:6][CH2:5]1)(=O)C.N[C:20]1C=CC=C2C=1CCC2.ClC(Cl)(Cl)C(O)O.Cl.NO.S([O-])([O-])(=O)=O.[Na+].[Na+], predict the reaction product. The product is: [OH:17][N:16]=[CH:15][C:14]([NH:13][C:11]1[CH:10]=[CH:9][CH:8]=[C:7]2[C:12]=1[CH2:20][CH2:5][CH2:6]2)=[O:18]. (2) Given the reactants [NH2:1][C:2]1[CH:3]=[C:4]([C:8]2[N:13]=[C:12](Cl)[C:11]3[N:15]=[C:16]([C:20]4[C:21]([NH2:25])=[N:22][O:23][N:24]=4)[N:17]([CH2:18][CH3:19])[C:10]=3[CH:9]=2)[CH:5]=[CH:6][CH:7]=1.[OH:26][C:27]([CH3:31])([C:29]#[CH:30])[CH3:28].C(N(CC)CC)C, predict the reaction product. The product is: [NH2:25][C:21]1[C:20]([C:16]2[N:17]([CH2:18][CH3:19])[C:10]3[CH:9]=[C:8]([C:4]4[CH:5]=[CH:6][CH:7]=[C:2]([NH2:1])[CH:3]=4)[N:13]=[C:12]([C:30]#[C:29][C:27]([CH3:31])([OH:26])[CH3:28])[C:11]=3[N:15]=2)=[N:24][O:23][N:22]=1. (3) Given the reactants Br[C:2]1[N:6]2[C:7]([CH3:23])=[CH:8][N:9]=[C:10]([NH:11][CH2:12][C:13]3[CH:18]=[CH:17][C:16]([S:19]([NH2:22])(=[O:21])=[O:20])=[CH:15][CH:14]=3)[C:5]2=[N:4][CH:3]=1.CC1(C)C(C)(C)OB([C:32]2[CH:37]=[CH:36][C:35]([OH:38])=[CH:34][CH:33]=2)O1.C([O-])([O-])=O.[K+].[K+].O.O(C1C=CC=CC=1P(C1C=CC=CC=1)C1C=CC=CC=1)C1C=CC=CC=1P(C1C=CC=CC=1)C1C=CC=CC=1, predict the reaction product. The product is: [OH:38][C:35]1[CH:36]=[CH:37][C:32]([C:2]2[N:6]3[C:7]([CH3:23])=[CH:8][N:9]=[C:10]([NH:11][CH2:12][C:13]4[CH:18]=[CH:17][C:16]([S:19]([NH2:22])(=[O:21])=[O:20])=[CH:15][CH:14]=4)[C:5]3=[N:4][CH:3]=2)=[CH:33][CH:34]=1.